From a dataset of Full USPTO retrosynthesis dataset with 1.9M reactions from patents (1976-2016). Predict the reactants needed to synthesize the given product. (1) The reactants are: Br[CH2:2][C:3]([O:5][C:6]([CH3:9])([CH3:8])[CH3:7])=[O:4].[C:10]([C:12]1[CH:13]=[C:14]([OH:18])[CH:15]=[CH:16][CH:17]=1)#[N:11].C(=O)([O-])[O-].[K+].[K+]. Given the product [C:10]([C:12]1[CH:13]=[C:14]([CH:15]=[CH:16][CH:17]=1)[O:18][CH2:2][C:3]([O:5][C:6]([CH3:9])([CH3:8])[CH3:7])=[O:4])#[N:11], predict the reactants needed to synthesize it. (2) Given the product [O:4]1[C:5]2([CH2:6][CH2:7][CH:8]([CH:11]=[CH:14][C:15]([OH:17])=[O:16])[CH2:9][CH2:10]2)[O:1][CH2:2][CH2:3]1, predict the reactants needed to synthesize it. The reactants are: [O:1]1[C:5]2([CH2:10][CH2:9][CH:8]([CH:11]=O)[CH2:7][CH2:6]2)[O:4][CH2:3][CH2:2]1.C(O)(=O)[CH2:14][C:15]([OH:17])=[O:16].N1CCCCC1. (3) Given the product [CH2:32]([O:31][C:26]1[CH:27]=[CH:28][CH:29]=[CH:30][C:25]=1[CH2:24][N:9]1[CH:10]=[CH:11][C:7]([NH:6][C:4](=[O:5])[C:3]2[C:12]([F:16])=[CH:13][CH:14]=[CH:15][C:2]=2[F:1])=[N:8]1)[CH2:33][CH2:34][CH3:35], predict the reactants needed to synthesize it. The reactants are: [F:1][C:2]1[CH:15]=[CH:14][CH:13]=[C:12]([F:16])[C:3]=1[C:4]([NH:6][C:7]1[CH:11]=[CH:10][NH:9][N:8]=1)=[O:5].C(=O)([O-])[O-].[K+].[K+].Br[CH2:24][C:25]1[CH:30]=[CH:29][CH:28]=[CH:27][C:26]=1[O:31][CH2:32][CH2:33][CH2:34][CH3:35].